From a dataset of Full USPTO retrosynthesis dataset with 1.9M reactions from patents (1976-2016). Predict the reactants needed to synthesize the given product. (1) Given the product [CH2:6]([O:13][C:14]([N:16]1[CH2:21][CH:20]([O:22][CH2:23][C:24]2[CH:25]=[CH:26][C:27]3[O:32][CH2:31][CH2:30][N:29]([CH2:33][CH2:34][CH2:35][O:36][CH3:37])[C:28]=3[CH:38]=2)[CH:19]([C:39]2[CH:44]=[CH:43][C:42]([O:45][CH:46]3[CH2:50][CH2:49][N:48]([C:51]4[CH:56]=[CH:55][CH:54]=[C:53]([F:57])[CH:52]=4)[CH2:47]3)=[CH:41][CH:40]=2)[CH:18]([O:58][S:2]([CH3:1])(=[O:4])=[O:3])[CH2:17]1)=[O:15])[C:7]1[CH:12]=[CH:11][CH:10]=[CH:9][CH:8]=1, predict the reactants needed to synthesize it. The reactants are: [CH3:1][S:2](Cl)(=[O:4])=[O:3].[CH2:6]([O:13][C:14]([N:16]1[CH2:21][CH:20]([O:22][CH2:23][C:24]2[CH:25]=[CH:26][C:27]3[O:32][CH2:31][CH2:30][N:29]([CH2:33][CH2:34][CH2:35][O:36][CH3:37])[C:28]=3[CH:38]=2)[CH:19]([C:39]2[CH:44]=[CH:43][C:42]([O:45][CH:46]3[CH2:50][CH2:49][N:48]([C:51]4[CH:56]=[CH:55][CH:54]=[C:53]([F:57])[CH:52]=4)[CH2:47]3)=[CH:41][CH:40]=2)[CH:18]([OH:58])[CH2:17]1)=[O:15])[C:7]1[CH:12]=[CH:11][CH:10]=[CH:9][CH:8]=1.C(N(CC)CC)C.C(=O)(O)[O-].[Na+]. (2) Given the product [C:11](=[O:13])=[O:12].[CH2:1]([NH:6][CH2:7][CH3:16])[CH3:2].[CH:1]1([N:6]([CH2:17][C:18]2[CH:19]=[N:20][C:21]([C:24]3[CH:25]=[CH:26][C:27]([C:30]([F:31])([F:33])[F:32])=[CH:28][CH:29]=3)=[N:22][CH:23]=2)[C:7]2[CH:16]=[CH:15][C:10]([C:11]([NH:62][CH2:63][CH2:64][C:65]([O:67][CH3:68])=[O:66])=[O:12])=[CH:9][N:8]=2)[CH2:5][CH2:4][CH2:3][CH2:2]1, predict the reactants needed to synthesize it. The reactants are: [CH:1]1([N:6]([CH2:17][C:18]2[CH:19]=[N:20][C:21]([C:24]3[CH:29]=[CH:28][C:27]([C:30]([F:33])([F:32])[F:31])=[CH:26][CH:25]=3)=[N:22][CH:23]=2)[C:7]2[CH:16]=[CH:15][C:10]([C:11]([O:13]C)=[O:12])=[CH:9][N:8]=2)[CH2:5][CH2:4][CH2:3][CH2:2]1.[Li+].[OH-].Cl.CN(C(ON1N=NC2C=CC=NC1=2)=[N+](C)C)C.F[P-](F)(F)(F)(F)F.Cl.[NH2:62][CH2:63][CH2:64][C:65]([O:67][CH3:68])=[O:66].C(N(CC)C(C)C)(C)C. (3) Given the product [Cl:1][C:2]1[C:19]([F:20])=[CH:18][CH:17]=[C:16]([F:21])[C:3]=1[CH2:4][N:5]1[CH2:10][CH2:9][NH:8][C:7]2[N:11]=[CH:12][C:13]([C:31]3[CH:32]=[N:33][C:34]([N:37]4[CH2:38][CH2:39][O:40][CH2:41][CH2:42]4)=[CH:35][CH:36]=3)=[CH:14][C:6]1=2, predict the reactants needed to synthesize it. The reactants are: [Cl:1][C:2]1[C:19]([F:20])=[CH:18][CH:17]=[C:16]([F:21])[C:3]=1[CH2:4][N:5]1[CH2:10][CH2:9][NH:8][C:7]2[N:11]=[CH:12][C:13](I)=[CH:14][C:6]1=2.B1([C:31]2[CH:36]=[CH:35][C:34]([N:37]3[CH2:42][CH2:41][O:40][CH2:39][CH2:38]3)=[N:33][CH:32]=2)OC(C)(C)C(C)(C)O1.